From a dataset of Catalyst prediction with 721,799 reactions and 888 catalyst types from USPTO. Predict which catalyst facilitates the given reaction. (1) Reactant: [Br:1][C:2]1[CH:3]=[C:4]2[C:8](=[CH:9][CH:10]=1)[NH:7][C:6](=[O:11])[CH2:5]2.[C:12]1([S:18]([C:21]2[C:22]([CH2:29][CH2:30][C:31]([OH:33])=[O:32])=[C:23]([CH:27]=O)[NH:24][C:25]=2[CH3:26])(=[O:20])=[O:19])[CH:17]=[CH:16][CH:15]=[CH:14][CH:13]=1.CC(O/N=C(/C(NCC=O)=O)\C1N=C(N)SC=1)(C(O)=O)C.N1CCCCC1. Product: [C:12]1([S:18]([C:21]2[C:22]([CH2:29][CH2:30][C:31]([OH:33])=[O:32])=[C:23](/[CH:27]=[C:5]3\[C:6](=[O:11])[NH:7][C:8]4[C:4]\3=[CH:3][C:2]([Br:1])=[CH:10][CH:9]=4)[NH:24][C:25]=2[CH3:26])(=[O:19])=[O:20])[CH:13]=[CH:14][CH:15]=[CH:16][CH:17]=1. The catalyst class is: 8. (2) Reactant: [CH2:1]([C:3]([F:33])([CH2:31][CH3:32])[CH2:4][N:5]1[CH2:10][CH2:9][CH:8]([CH2:11][O:12][C:13]2[CH:14]=[N:15][C:16]([C:19]3[CH:29]=[CH:28][C:22]([C:23]([O:25]CC)=[O:24])=[C:21]([F:30])[CH:20]=3)=[N:17][CH:18]=2)[CH2:7][CH2:6]1)[CH3:2].O[Li].O. Product: [CH2:1]([C:3]([F:33])([CH2:31][CH3:32])[CH2:4][N:5]1[CH2:6][CH2:7][CH:8]([CH2:11][O:12][C:13]2[CH:18]=[N:17][C:16]([C:19]3[CH:29]=[CH:28][C:22]([C:23]([OH:25])=[O:24])=[C:21]([F:30])[CH:20]=3)=[N:15][CH:14]=2)[CH2:9][CH2:10]1)[CH3:2]. The catalyst class is: 1. (3) Reactant: O.C[Si]([Cl:6])(C)C.[OH:7][C:8]1[CH:9]=[C:10]([C@@:14]2([OH:35])[C@H:19]([CH2:20][N:21]([CH3:30])[CH2:22][CH2:23][C:24]3[CH:29]=[CH:28][CH:27]=[CH:26][CH:25]=3)[C@@H:18]3[CH2:31][C@@H:16]([C:17]3([CH3:33])[CH3:32])[C@H:15]2[CH3:34])[CH:11]=[CH:12][CH:13]=1. Product: [ClH:6].[OH:7][C:8]1[CH:9]=[C:10]([C@@:14]2([OH:35])[C@H:19]([CH2:20][N:21]([CH3:30])[CH2:22][CH2:23][C:24]3[CH:29]=[CH:28][CH:27]=[CH:26][CH:25]=3)[C@@H:18]3[CH2:31][C@@H:16]([C:17]3([CH3:32])[CH3:33])[C@H:15]2[CH3:34])[CH:11]=[CH:12][CH:13]=1. The catalyst class is: 131. (4) Reactant: [C:1]([C:3]1[CH:4]=[CH:5][C:6]([F:12])=[C:7](B(O)O)[CH:8]=1)#[N:2].Br[C:14]1[CH:15]=[C:16]([CH2:20][N:21]2[CH2:26][CH2:25][N:24]([C:27]([O:29][CH2:30][C:31]3[CH:36]=[CH:35][CH:34]=[CH:33][CH:32]=3)=[O:28])[C@@H:23]([CH3:37])[CH2:22]2)[CH:17]=[CH:18][CH:19]=1.C([O-])([O-])=O.[K+].[K+]. Product: [C:1]([C:3]1[CH:4]=[CH:5][C:6]([F:12])=[C:7]([C:18]2[CH:19]=[CH:14][CH:15]=[C:16]([CH2:20][N:21]3[CH2:26][CH2:25][N:24]([C:27]([O:29][CH2:30][C:31]4[CH:36]=[CH:35][CH:34]=[CH:33][CH:32]=4)=[O:28])[C@@H:23]([CH3:37])[CH2:22]3)[CH:17]=2)[CH:8]=1)#[N:2]. The catalyst class is: 667. (5) Reactant: [CH2:1]([O:3][C:4]([C:6]1[S:10][C:9]([C:11]2[CH:16]=[CH:15][C:14]([C:17]([F:20])([F:19])[F:18])=[CH:13][CH:12]=2)=[N:8][C:7]=1[CH2:21]Br)=[O:5])[CH3:2].C(=O)([O-])[O-].[K+].[K+].[NH:29]1[CH2:34][CH2:33][O:32][CH2:31][CH2:30]1.O. Product: [CH2:1]([O:3][C:4]([C:6]1[S:10][C:9]([C:11]2[CH:16]=[CH:15][C:14]([C:17]([F:20])([F:19])[F:18])=[CH:13][CH:12]=2)=[N:8][C:7]=1[CH2:21][N:29]1[CH2:34][CH2:33][O:32][CH2:31][CH2:30]1)=[O:5])[CH3:2]. The catalyst class is: 10. (6) Reactant: [CH2:1]([C@@:5]1([CH2:28][CH3:29])[NH:11][C@H:10]([C:12]2[CH:17]=[CH:16][CH:15]=[CH:14][CH:13]=2)[C:9]2[CH:18]=[C:19]([O:24][CH3:25])[C:20]([CH2:22][NH2:23])=[CH:21][C:8]=2[S:7](=[O:27])(=[O:26])[CH2:6]1)[CH2:2][CH2:3][CH3:4].CCN(CC)CC.Cl[C:38](=[O:43])[C:39]([O:41][CH3:42])=[O:40]. Product: [CH2:1]([C@@:5]1([CH2:28][CH3:29])[NH:11][C@H:10]([C:12]2[CH:13]=[CH:14][CH:15]=[CH:16][CH:17]=2)[C:9]2[CH:18]=[C:19]([O:24][CH3:25])[C:20]([CH2:22][NH:23][C:38](=[O:43])[C:39]([O:41][CH3:42])=[O:40])=[CH:21][C:8]=2[S:7](=[O:26])(=[O:27])[CH2:6]1)[CH2:2][CH2:3][CH3:4]. The catalyst class is: 34. (7) Reactant: [N+:1]([O-:4])([OH:3])=[O:2].[O:5]=[C:6]([CH2:8][N:9]([C:11](=[NH:13])[NH2:12])[CH3:10])[OH:7].[N+:14]([O-:17])([OH:16])=[O:15].[O:18]=[C:19]([CH2:21][N:22]([C:24](=[NH:26])[NH2:25])[CH3:23])[OH:20]. Product: [N+:1]([O-:4])([OH:3])=[O:2].[N+:14]([O-:17])([OH:16])=[O:15].[O:5]=[C:6]([CH2:8][N:9]([C:11](=[NH:12])[NH2:13])[CH3:10])[OH:7].[N+:1]([O-:4])([OH:3])=[O:2].[N+:1]([O-:4])([OH:3])=[O:2].[N+:1]([O-:4])([OH:3])=[O:2].[O:18]=[C:19]([CH2:21][N:22]([C:24](=[NH:25])[NH2:26])[CH3:23])[OH:20]. The catalyst class is: 6. (8) Reactant: [CH3:1][O:2][C:3]1[C:8]([C:9]([O:11][CH3:12])=[O:10])=[CH:7][N:6]=[C:5](SC)[N:4]=1.[H][H]. Product: [CH3:1][O:2][C:3]1[C:8]([C:9]([O:11][CH3:12])=[O:10])=[CH:7][N:6]=[CH:5][N:4]=1. The catalyst class is: 227. (9) The catalyst class is: 5. Product: [CH3:4][O:5][C:6]1[CH:25]=[CH:24][C:23]([O:26][CH3:27])=[CH:22][C:7]=1[C:8]([C:10]1[O:11][C:12]2[CH:21]=[CH:20][CH:19]=[CH:18][C:13]=2[C:14]=1[OH:16])=[O:9]. Reactant: C[O-].[Na+].[CH3:4][O:5][C:6]1[CH:25]=[CH:24][C:23]([O:26][CH3:27])=[CH:22][C:7]=1[C:8]([CH2:10][O:11][C:12]1[CH:21]=[CH:20][CH:19]=[CH:18][C:13]=1[C:14]([O:16]C)=O)=[O:9].